Predict the product of the given reaction. From a dataset of Forward reaction prediction with 1.9M reactions from USPTO patents (1976-2016). (1) Given the reactants [O:1]1[CH2:6][CH2:5][CH2:4][CH2:3][CH:2]1[CH:7]=O.[C:9](#[N:13])[CH2:10][C:11]#[N:12].[NH2:14]/[C:15](/[CH3:19])=[CH:16]\[C:17]#[N:18].C[O-].[Na+], predict the reaction product. The product is: [NH2:12][C:11]1[C:10]([C:9]#[N:13])=[C:7]([CH:2]2[CH2:3][CH2:4][CH2:5][CH2:6][O:1]2)[C:16]([C:17]#[N:18])=[C:15]([CH3:19])[N:14]=1. (2) Given the reactants [F:1][C:2]1[CH:7]=[C:6]([N+:8]([O-])=O)[CH:5]=[CH:4][C:3]=1[N:11]1[CH:15]=[CH:14][N:13]=[CH:12]1, predict the reaction product. The product is: [F:1][C:2]1[CH:7]=[C:6]([NH2:8])[CH:5]=[CH:4][C:3]=1[N:11]1[CH:15]=[CH:14][N:13]=[CH:12]1. (3) Given the reactants CN(C(ON1N=NC2C=CC=NC1=2)=[N+](C)C)C.F[P-](F)(F)(F)(F)F.[C:25]([C:29]1[CH:30]=[C:31]([NH:70][S:71]([CH3:74])(=[O:73])=[O:72])[C:32]([O:68][CH3:69])=[C:33]([NH:35][C:36](=[O:67])[NH:37][C:38]2[C:47]3[C:42](=[CH:43][CH:44]=[CH:45][CH:46]=3)[C:41]([O:48][C:49]3[CH:54]=[CH:53][N:52]=[C:51]([NH:55][C:56]4[CH:64]=[CH:63][C:59]([C:60](O)=[O:61])=[C:58]([O:65][CH3:66])[CH:57]=4)[CH:50]=3)=[CH:40][CH:39]=2)[CH:34]=1)([CH3:28])([CH3:27])[CH3:26].[NH2:75][CH2:76][CH2:77][N:78]1[CH2:83][CH2:82][S:81](=[O:84])[CH2:80][CH2:79]1.CCN(C(C)C)C(C)C, predict the reaction product. The product is: [C:25]([C:29]1[CH:30]=[C:31]([NH:70][S:71]([CH3:74])(=[O:73])=[O:72])[C:32]([O:68][CH3:69])=[C:33]([NH:35][C:36](=[O:67])[NH:37][C:38]2[C:47]3[C:42](=[CH:43][CH:44]=[CH:45][CH:46]=3)[C:41]([O:48][C:49]3[CH:54]=[CH:53][N:52]=[C:51]([NH:55][C:56]4[CH:64]=[CH:63][C:59]([C:60]([NH:75][CH2:76][CH2:77][N:78]5[CH2:83][CH2:82][S:81](=[O:84])[CH2:80][CH2:79]5)=[O:61])=[C:58]([O:65][CH3:66])[CH:57]=4)[CH:50]=3)=[CH:40][CH:39]=2)[CH:34]=1)([CH3:26])([CH3:27])[CH3:28]. (4) Given the reactants [N:1]([CH2:4][C:5]1[CH:10]=[CH:9][C:8]([O:11][CH3:12])=[CH:7][CH:6]=1)=[N+:2]=[N-:3].[Cl:13][C:14]1[CH:22]=[C:21]([Cl:23])[CH:20]=[CH:19][C:15]=1[CH2:16][C:17]#[N:18].C[O-].[Na+], predict the reaction product. The product is: [Cl:13][C:14]1[CH:22]=[C:21]([Cl:23])[CH:20]=[CH:19][C:15]=1[C:16]1[N:3]=[N:2][N:1]([CH2:4][C:5]2[CH:10]=[CH:9][C:8]([O:11][CH3:12])=[CH:7][CH:6]=2)[C:17]=1[NH2:18]. (5) Given the reactants [Br:1][C:2]1[CH:7]=[CH:6][C:5]([C:8]2([CH2:11][NH2:12])[CH2:10][CH2:9]2)=[CH:4][CH:3]=1.[C:13](O[C:13]([O:15][C:16]([CH3:19])([CH3:18])[CH3:17])=[O:14])([O:15][C:16]([CH3:19])([CH3:18])[CH3:17])=[O:14], predict the reaction product. The product is: [Br:1][C:2]1[CH:3]=[CH:4][C:5]([C:8]2([CH2:11][NH:12][C:13](=[O:14])[O:15][C:16]([CH3:19])([CH3:18])[CH3:17])[CH2:9][CH2:10]2)=[CH:6][CH:7]=1.